From a dataset of Forward reaction prediction with 1.9M reactions from USPTO patents (1976-2016). Predict the product of the given reaction. (1) Given the reactants [Cl:1][C:2]1[CH:10]=[CH:9][C:8]2[N:7]([CH2:11][CH2:12][O:13][C:14]3[CH:19]=[CH:18][C:17]([F:20])=[CH:16][CH:15]=3)[C:6]3[CH2:21][CH2:22][N:23](C(OC(C)(C)C)=O)[CH2:24][CH2:25][C:5]=3[C:4]=2[C:3]=1[Cl:33].C(O)(C(F)(F)F)=O.[OH-].[Na+], predict the reaction product. The product is: [ClH:1].[Cl:1][C:2]1[CH:10]=[CH:9][C:8]2[N:7]([CH2:11][CH2:12][O:13][C:14]3[CH:15]=[CH:16][C:17]([F:20])=[CH:18][CH:19]=3)[C:6]3[CH2:21][CH2:22][NH:23][CH2:24][CH2:25][C:5]=3[C:4]=2[C:3]=1[Cl:33]. (2) Given the reactants [CH3:1][O:2][C:3]1[CH:4]=[C:5]([C:11]([C@H:13]2[C@@:23]3([CH3:24])[C@H:21]([O:22]3)[CH2:20][C@@H:19]3[C@:14]2([CH3:27])[CH2:15][CH2:16][CH2:17][C:18]3([CH3:26])[CH3:25])=[O:12])[CH:6]=[C:7]([O:9][CH3:10])[CH:8]=1.C1(C)C=CC(S(O)(=O)=O)=CC=1, predict the reaction product. The product is: [CH3:10][O:9][C:7]1[CH:6]=[C:5]([C:11]([C@@H:13]2[C@:14]3([CH3:27])[C@H:19]([C:18]([CH3:25])([CH3:26])[CH2:17][CH2:16][CH2:15]3)[CH2:20][C@@H:21]([OH:22])[C:23]2=[CH2:24])=[O:12])[CH:4]=[C:3]([O:2][CH3:1])[CH:8]=1. (3) Given the reactants [NH2:1][C@@H:2]([CH2:5][CH3:6])[CH2:3][OH:4].[C:7](Cl)([C:20]1[CH:25]=[CH:24][CH:23]=[CH:22][CH:21]=1)([C:14]1[CH:19]=[CH:18][CH:17]=[CH:16][CH:15]=1)[C:8]1[CH:13]=[CH:12][CH:11]=[CH:10][CH:9]=1.CCCCCC.CCOCC.CO, predict the reaction product. The product is: [C:7]([NH:1][C@@H:2]([CH2:5][CH3:6])[CH2:3][OH:4])([C:8]1[CH:13]=[CH:12][CH:11]=[CH:10][CH:9]=1)([C:20]1[CH:21]=[CH:22][CH:23]=[CH:24][CH:25]=1)[C:14]1[CH:15]=[CH:16][CH:17]=[CH:18][CH:19]=1. (4) The product is: [O:24]=[C:23]1[N:22]([CH2:25][C:26]2[CH:27]=[N:28][CH:29]=[CH:30][CH:31]=2)[CH2:21][C@H:20]([O:32][C:33](=[O:47])[CH2:34][CH2:35][CH2:36][CH2:37][CH2:38][CH2:39][CH2:40][CH2:41][CH2:42][CH2:43][CH2:44][CH2:45][CH3:46])[CH2:19][CH2:18][C@@H:17]1[NH:16][C:14](=[O:15])[C@H:13]([O:48][CH3:49])[C@H:7]([OH:8])[C@@H:6]([OH:50])[C@H:5]([OH:10])/[CH:4]=[CH:3]/[C:2]([CH3:1])([CH3:51])[CH3:52]. Given the reactants [CH3:1][C:2]([CH3:52])([CH3:51])/[CH:3]=[CH:4]/[C@H:5]1[O:10]C(C)(C)[O:8][C@@H:7]([C@@H:13]([O:48][CH3:49])[C:14]([NH:16][C@@H:17]2[C:23](=[O:24])[N:22]([CH2:25][C:26]3[CH:27]=[N:28][CH:29]=[CH:30][CH:31]=3)[CH2:21][C@H:20]([O:32][C:33](=[O:47])[CH2:34][CH2:35][CH2:36][CH2:37][CH2:38][CH2:39][CH2:40][CH2:41][CH2:42][CH2:43][CH2:44][CH2:45][CH3:46])[CH2:19][CH2:18]2)=[O:15])[C@@H:6]1[OH:50], predict the reaction product. (5) Given the reactants Cl[C:2]1[N:7]=[C:6]([C:8]([O:10][CH3:11])=[O:9])[CH:5]=[C:4]([CH3:12])[N:3]=1.[C:13]([NH2:16])(=[O:15])[CH3:14], predict the reaction product. The product is: [C:13]([NH:16][C:2]1[N:7]=[C:6]([C:8]([O:10][CH3:11])=[O:9])[CH:5]=[C:4]([CH3:12])[N:3]=1)(=[O:15])[CH3:14]. (6) Given the reactants [NH:1]1[CH:5]=[N:4][CH:3]=[N:2]1.[I:6][C:7]1[CH:14]=[CH:13][CH:12]=[CH:11][C:8]=1[CH2:9]Br.C1CCN2C(=NCCC2)CC1, predict the reaction product. The product is: [I:6][C:7]1[CH:14]=[CH:13][CH:12]=[CH:11][C:8]=1[CH2:9][N:1]1[CH:5]=[N:4][CH:3]=[N:2]1. (7) Given the reactants C(=O)([O-])[O-].[Cs+].[Cs+].[CH3:7]I.[Cl:9][C:10]1[C:11]2[CH:18]=[CH:17][NH:16][C:12]=2[N:13]=[CH:14][N:15]=1.O, predict the reaction product. The product is: [Cl:9][C:10]1[C:11]2[CH:18]=[CH:17][N:16]([CH3:7])[C:12]=2[N:13]=[CH:14][N:15]=1. (8) Given the reactants Br[C:2]1[CH:3]=[CH:4][C:5]([Cl:19])=[C:6]([CH2:8][C:9]2[CH:14]=[CH:13][C:12]([O:15][CH3:16])=[C:11]([F:17])[C:10]=2[F:18])[CH:7]=1.[Li][CH2:21]CCC.CCCCCC.C[Si](C)(C)[O:33][C@@H:34]1[C@@H:39]([O:40][Si](C)(C)C)[C@H:38]([O:45][Si](C)(C)C)[C@@H:37]([CH2:50][O:51][Si](C)(C)C)[O:36][C:35]1=[O:56], predict the reaction product. The product is: [Cl:19][C:5]1[CH:4]=[CH:3][C:2]([C@@:35]2([O:56][CH3:21])[C@H:34]([OH:33])[C@@H:39]([OH:40])[C@H:38]([OH:45])[C@@H:37]([CH2:50][OH:51])[O:36]2)=[CH:7][C:6]=1[CH2:8][C:9]1[CH:14]=[CH:13][C:12]([O:15][CH3:16])=[C:11]([F:17])[C:10]=1[F:18]. (9) Given the reactants [CH3:1][O:2][C:3](=[O:32])[CH:4]=[CH:5][C:6]1[CH:15]=[C:14]2[C:9]([C:10]([C:16]3[C:17]([C:25]4[CH:30]=[CH:29][CH:28]=[C:27]([CH3:31])[N:26]=4)=[N:18][N:19]4[CH:24]=[CH:23][CH:22]=[CH:21][C:20]=34)=[CH:11][CH:12]=[N:13]2)=[CH:8][CH:7]=1.[H][H], predict the reaction product. The product is: [CH3:1][O:2][C:3](=[O:32])[CH2:4][CH2:5][C:6]1[CH:15]=[C:14]2[C:9]([C:10]([C:16]3[C:17]([C:25]4[CH:30]=[CH:29][CH:28]=[C:27]([CH3:31])[N:26]=4)=[N:18][N:19]4[CH:24]=[CH:23][CH:22]=[CH:21][C:20]=34)=[CH:11][CH:12]=[N:13]2)=[CH:8][CH:7]=1. (10) Given the reactants Cl.Cl.[NH2:3][CH2:4][CH2:5][N:6]1[C:14]2[C:13]([NH:15][C:16]3[CH:21]=[CH:20][C:19]([O:22][C:23]4[CH:28]=[CH:27][CH:26]=[C:25]([O:29][CH2:30][CH:31]5[CH2:33][CH2:32]5)[CH:24]=4)=[C:18]([CH3:34])[CH:17]=3)=[N:12][CH:11]=[N:10][C:9]=2[CH:8]=[CH:7]1.[OH:35][C:36]([CH3:42])([CH3:41])[CH2:37][C:38](O)=[O:39].ON1C2C=CC=CC=2N=N1.Cl.C(N=C=NCCCN(C)C)C, predict the reaction product. The product is: [CH:31]1([CH2:30][O:29][C:25]2[CH:24]=[C:23]([CH:28]=[CH:27][CH:26]=2)[O:22][C:19]2[CH:20]=[CH:21][C:16]([NH:15][C:13]3[C:14]4[N:6]([CH2:5][CH2:4][NH:3][C:38](=[O:39])[CH2:37][C:36]([OH:35])([CH3:42])[CH3:41])[CH:7]=[CH:8][C:9]=4[N:10]=[CH:11][N:12]=3)=[CH:17][C:18]=2[CH3:34])[CH2:33][CH2:32]1.